From a dataset of NCI-60 drug combinations with 297,098 pairs across 59 cell lines. Regression. Given two drug SMILES strings and cell line genomic features, predict the synergy score measuring deviation from expected non-interaction effect. (1) Drug 1: C1=CC(=CC=C1CCCC(=O)O)N(CCCl)CCCl. Drug 2: C1C(C(OC1N2C=C(C(=O)NC2=O)F)CO)O. Cell line: NCI/ADR-RES. Synergy scores: CSS=13.4, Synergy_ZIP=-9.98, Synergy_Bliss=-8.48, Synergy_Loewe=-9.61, Synergy_HSA=-4.33. (2) Synergy scores: CSS=-1.77, Synergy_ZIP=3.51, Synergy_Bliss=6.77, Synergy_Loewe=-1.11, Synergy_HSA=-0.932. Drug 2: C(=O)(N)NO. Cell line: OVCAR3. Drug 1: CCN(CC)CCNC(=O)C1=C(NC(=C1C)C=C2C3=C(C=CC(=C3)F)NC2=O)C. (3) Drug 1: CC1=CC2C(CCC3(C2CCC3(C(=O)C)OC(=O)C)C)C4(C1=CC(=O)CC4)C. Drug 2: CCC1=C2CN3C(=CC4=C(C3=O)COC(=O)C4(CC)O)C2=NC5=C1C=C(C=C5)O. Cell line: UACC-257. Synergy scores: CSS=21.3, Synergy_ZIP=-4.46, Synergy_Bliss=4.46, Synergy_Loewe=-22.5, Synergy_HSA=2.08. (4) Drug 1: C1=CC(=CC=C1CCC2=CNC3=C2C(=O)NC(=N3)N)C(=O)NC(CCC(=O)O)C(=O)O. Drug 2: C(CN)CNCCSP(=O)(O)O. Cell line: HCT116. Synergy scores: CSS=49.0, Synergy_ZIP=1.66, Synergy_Bliss=0.0423, Synergy_Loewe=1.54, Synergy_HSA=2.18. (5) Drug 1: C1CNP(=O)(OC1)N(CCCl)CCCl. Drug 2: B(C(CC(C)C)NC(=O)C(CC1=CC=CC=C1)NC(=O)C2=NC=CN=C2)(O)O. Cell line: A549. Synergy scores: CSS=6.85, Synergy_ZIP=1.22, Synergy_Bliss=-1.95, Synergy_Loewe=-50.2, Synergy_HSA=-3.83. (6) Drug 1: CN1CCC(CC1)COC2=C(C=C3C(=C2)N=CN=C3NC4=C(C=C(C=C4)Br)F)OC. Drug 2: B(C(CC(C)C)NC(=O)C(CC1=CC=CC=C1)NC(=O)C2=NC=CN=C2)(O)O. Cell line: K-562. Synergy scores: CSS=46.3, Synergy_ZIP=-0.607, Synergy_Bliss=1.04, Synergy_Loewe=1.55, Synergy_HSA=0.376. (7) Drug 1: CN(C)N=NC1=C(NC=N1)C(=O)N. Drug 2: CC1=C(C(CCC1)(C)C)C=CC(=CC=CC(=CC(=O)O)C)C. Cell line: LOX IMVI. Synergy scores: CSS=34.5, Synergy_ZIP=-4.69, Synergy_Bliss=-7.94, Synergy_Loewe=-4.82, Synergy_HSA=-4.19.